From a dataset of Forward reaction prediction with 1.9M reactions from USPTO patents (1976-2016). Predict the product of the given reaction. (1) Given the reactants [Cl:1]N1C(=O)CCC1=O.[N:9]1([C:15]2[CH:16]=[C:17]([CH:19]=[CH:20][CH:21]=2)[NH2:18])[CH2:14][CH2:13][O:12][CH2:11][CH2:10]1.N, predict the reaction product. The product is: [Cl:1][C:19]1[CH:20]=[CH:21][C:15]([N:9]2[CH2:10][CH2:11][O:12][CH2:13][CH2:14]2)=[CH:16][C:17]=1[NH2:18]. (2) Given the reactants [CH:1]1([CH:7]([C:18]2[CH:22]=[C:21]([C:23]3[CH:28]=[CH:27][CH:26]=[CH:25][N:24]=3)[O:20][C:19]=2[CH3:29])[O:8][C:9]2[CH:17]=[CH:16][C:12]([C:13](O)=[O:14])=[CH:11][CH:10]=2)[CH2:6][CH2:5][CH2:4][CH2:3][CH2:2]1.[CH3:30][NH:31][CH2:32][CH2:33][C:34]([O:36]CC)=[O:35].Cl.C(N=C=NCCCN(C)C)C.O.OC1C2N=NNC=2C=CC=1, predict the reaction product. The product is: [CH:1]1([CH:7]([C:18]2[CH:22]=[C:21]([C:23]3[CH:28]=[CH:27][CH:26]=[CH:25][N:24]=3)[O:20][C:19]=2[CH3:29])[O:8][C:9]2[CH:10]=[CH:11][C:12]([C:13]([N:31]([CH3:30])[CH2:32][CH2:33][C:34]([OH:36])=[O:35])=[O:14])=[CH:16][CH:17]=2)[CH2:6][CH2:5][CH2:4][CH2:3][CH2:2]1. (3) Given the reactants [C:1]([O:5][C:6]([N:8]([C:43]1[CH:48]=[CH:47][C:46]([O:49][CH2:50][CH3:51])=[CH:45][CH:44]=1)[C:9]1[N:14]2[N:15]=[CH:16][CH:17]=[C:13]2[N:12]=[C:11]([NH:18][C@H:19]2[CH2:24][CH2:23][CH2:22][N:21]([C:25]([O:27][C:28]([CH3:31])([CH3:30])[CH3:29])=[O:26])[CH2:20]2)[C:10]=1[CH2:32][CH2:33][CH2:34][O:35][Si](C(C)(C)C)(C)C)=[O:7])([CH3:4])([CH3:3])[CH3:2].[F-].C([N+](CCCC)(CCCC)CCCC)CCC, predict the reaction product. The product is: [C:1]([O:5][C:6]([N:8]([C:43]1[CH:44]=[CH:45][C:46]([O:49][CH2:50][CH3:51])=[CH:47][CH:48]=1)[C:9]1[N:14]2[N:15]=[CH:16][CH:17]=[C:13]2[N:12]=[C:11]([NH:18][C@H:19]2[CH2:24][CH2:23][CH2:22][N:21]([C:25]([O:27][C:28]([CH3:29])([CH3:31])[CH3:30])=[O:26])[CH2:20]2)[C:10]=1[CH2:32][CH2:33][CH2:34][OH:35])=[O:7])([CH3:2])([CH3:3])[CH3:4]. (4) Given the reactants Cl[C:2]1[N:11]=[C:10]([NH:12][CH:13]([CH3:15])[CH3:14])[C:9]2[C:8](=[O:16])[N:7]([CH3:17])[CH:6]=[N:5][C:4]=2[CH:3]=1.CC1(C)C(C)(C)OB([C:26]2[CH:27]=[CH:28][C:29]([C:32]([OH:35])([CH3:34])[CH3:33])=[N:30][CH:31]=2)O1.C([O-])([O-])=O.[Na+].[Na+].O1CCOCC1, predict the reaction product. The product is: [OH:35][C:32]([C:29]1[N:30]=[CH:31][C:26]([C:2]2[N:11]=[C:10]([NH:12][CH:13]([CH3:15])[CH3:14])[C:9]3[C:8](=[O:16])[N:7]([CH3:17])[CH:6]=[N:5][C:4]=3[CH:3]=2)=[CH:27][CH:28]=1)([CH3:34])[CH3:33]. (5) The product is: [CH3:9][N:8]1[C:6]2=[N:7][C:2]([CH3:1])=[CH:3][CH:4]=[C:5]2[N:10]=[N:16]1. Given the reactants [CH3:1][C:2]1[N:7]=[C:6]([NH:8][CH3:9])[C:5]([NH2:10])=[CH:4][CH:3]=1.CC(O[N:16]=O)(C)C.C(O)(=O)C.C(=O)([O-])O.[Na+], predict the reaction product. (6) Given the reactants FC(F)(F)C(O)=O.[CH-:8]1[CH:12]=[CH:11][CH:10]=[CH:9]1.[CH-:13]1[CH:17]=[CH:16][CH:15]=[CH:14]1.[Fe+2:18].[BH4-].[Na+].[Cl:21]CCl, predict the reaction product. The product is: [Cl:21][CH2:13][CH2:14][CH2:15][CH2:16][C-:8]1[CH:12]=[CH:11][CH:10]=[CH:9]1.[CH-:13]1[CH:17]=[CH:16][CH:15]=[CH:14]1.[Fe+2:18]. (7) Given the reactants [H-].[Na+].[O:3]=[C:4]1[CH2:8][CH2:7][CH2:6][NH:5]1.Br[C:10]1[O:11][C:12]([C:19]([O:21][CH2:22][CH3:23])=[O:20])=[C:13]([C:15]([F:18])([F:17])[F:16])[N:14]=1, predict the reaction product. The product is: [O:3]=[C:4]1[CH2:8][CH2:7][CH2:6][N:5]1[C:10]1[O:11][C:12]([C:19]([O:21][CH2:22][CH3:23])=[O:20])=[C:13]([C:15]([F:17])([F:16])[F:18])[N:14]=1.